Task: Predict the reactants needed to synthesize the given product.. Dataset: Full USPTO retrosynthesis dataset with 1.9M reactions from patents (1976-2016) (1) Given the product [CH3:19][O:18][C:11]1[CH:12]=[CH:13][CH:14]=[C:15]([O:16][CH3:17])[C:10]=1[CH:2]1[N:1]([CH2:25][C:24]2[CH:27]=[CH:28][C:21]([F:20])=[C:22]([C:29]3[CH:34]=[CH:33][CH:32]=[CH:31][N:30]=3)[CH:23]=2)[C:6](=[O:8])[CH2:5][CH2:4][CH2:3]1, predict the reactants needed to synthesize it. The reactants are: [NH2:1][CH:2]([C:10]1[C:15]([O:16][CH3:17])=[CH:14][CH:13]=[CH:12][C:11]=1[O:18][CH3:19])[CH2:3][CH2:4][CH2:5][C:6]([O:8]C)=O.[F:20][C:21]1[CH:28]=[CH:27][C:24]([CH:25]=O)=[CH:23][C:22]=1[C:29]1[CH:34]=[CH:33][CH:32]=[CH:31][N:30]=1. (2) Given the product [O:1]1[CH2:5][CH2:4][C@H:3]([CH2:6][NH:7][C:8](=[O:17])[O:9][CH2:10][C:11]2[CH:16]=[CH:15][CH:14]=[CH:13][CH:12]=2)[CH2:2]1.[O:1]1[CH2:5][CH2:4][C@@H:3]([CH2:6][NH:7][C:8](=[O:17])[O:9][CH2:10][C:11]2[CH:16]=[CH:15][CH:14]=[CH:13][CH:12]=2)[CH2:2]1, predict the reactants needed to synthesize it. The reactants are: [O:1]1[CH2:5][CH2:4][CH:3]([CH2:6][NH:7][C:8](=[O:17])[O:9][CH2:10][C:11]2[CH:16]=[CH:15][CH:14]=[CH:13][CH:12]=2)[CH2:2]1.